Task: Predict the reaction yield, written as a fraction of the theoretical maximum amount of product (1.0 means a 100% yield; for example, 0.34 means a 34% yield).. Dataset: Reaction yield outcomes from USPTO patents with 853,638 reactions The reactants are C(OC([N:8]1[CH2:12][CH2:11][C:10]([C:15]2[CH:20]=[C:19]([F:21])[CH:18]=[C:17]([F:22])[CH:16]=2)([O:13][CH3:14])[CH2:9]1)=O)(C)(C)C.FC(F)(F)C(O)=O.[Cl-].[NH4+]. The catalyst is C(Cl)Cl. The product is [F:22][C:17]1[CH:16]=[C:15]([C:10]2([O:13][CH3:14])[CH2:11][CH2:12][NH:8][CH2:9]2)[CH:20]=[C:19]([F:21])[CH:18]=1. The yield is 0.730.